From a dataset of Peptide-MHC class II binding affinity with 134,281 pairs from IEDB. Regression. Given a peptide amino acid sequence and an MHC pseudo amino acid sequence, predict their binding affinity value. This is MHC class II binding data. (1) The binding affinity (normalized) is 0.441. The MHC is DRB1_0701 with pseudo-sequence DRB1_0701. The peptide sequence is AAQFPFNASDSVGQQ. (2) The peptide sequence is CISMIGLCACVVDVW. The MHC is HLA-DPA10301-DPB10402 with pseudo-sequence HLA-DPA10301-DPB10402. The binding affinity (normalized) is 0.145. (3) The peptide sequence is AKSSPAYPSVLGQTI. The MHC is DRB1_1201 with pseudo-sequence DRB1_1201. The binding affinity (normalized) is 0.332.